Dataset: Full USPTO retrosynthesis dataset with 1.9M reactions from patents (1976-2016). Task: Predict the reactants needed to synthesize the given product. Given the product [Cl:16][C:15]1[CH:14]=[CH:13][C:12]([NH:17][C:29]([NH:28][C:22]2[CH:23]=[CH:24][CH:25]=[C:26]([F:27])[C:21]=2[F:20])=[S:30])=[C:11]([OH:18])[C:10]=1[S:7]([N:6]([CH3:19])[CH3:5])(=[O:9])=[O:8], predict the reactants needed to synthesize it. The reactants are: NC(N)=S.[CH3:5][N:6]([CH3:19])[S:7]([C:10]1[C:15]([Cl:16])=[CH:14][CH:13]=[C:12]([NH2:17])[C:11]=1[OH:18])(=[O:9])=[O:8].[F:20][C:21]1[C:26]([F:27])=[CH:25][CH:24]=[CH:23][C:22]=1[N:28]=[C:29]=[S:30].